Dataset: Forward reaction prediction with 1.9M reactions from USPTO patents (1976-2016). Task: Predict the product of the given reaction. Given the reactants [C:1]([C:5]1[CH:13]=[CH:12][CH:11]=[CH:10][C:6]=1[C:7](Cl)=[O:8])([CH3:4])([CH3:3])[CH3:2].[CH2:14]([NH2:16])[CH3:15], predict the reaction product. The product is: [C:1]([C:5]1[CH:13]=[CH:12][CH:11]=[CH:10][C:6]=1[C:7]([NH:16][CH2:14][CH3:15])=[O:8])([CH3:4])([CH3:3])[CH3:2].